This data is from NCI-60 drug combinations with 297,098 pairs across 59 cell lines. The task is: Regression. Given two drug SMILES strings and cell line genomic features, predict the synergy score measuring deviation from expected non-interaction effect. (1) Drug 1: C1=CN(C(=O)N=C1N)C2C(C(C(O2)CO)O)O.Cl. Drug 2: CC1=C2C(C(=O)C3(C(CC4C(C3C(C(C2(C)C)(CC1OC(=O)C(C(C5=CC=CC=C5)NC(=O)OC(C)(C)C)O)O)OC(=O)C6=CC=CC=C6)(CO4)OC(=O)C)O)C)O. Cell line: U251. Synergy scores: CSS=22.1, Synergy_ZIP=-3.18, Synergy_Bliss=4.24, Synergy_Loewe=1.21, Synergy_HSA=3.87. (2) Drug 1: C1=C(C(=O)NC(=O)N1)F. Synergy scores: CSS=44.8, Synergy_ZIP=6.07, Synergy_Bliss=4.17, Synergy_Loewe=3.84, Synergy_HSA=4.58. Cell line: ACHN. Drug 2: CCN(CC)CCNC(=O)C1=C(NC(=C1C)C=C2C3=C(C=CC(=C3)F)NC2=O)C. (3) Drug 1: C1=CC=C(C=C1)NC(=O)CCCCCCC(=O)NO. Drug 2: C1CN1C2=NC(=NC(=N2)N3CC3)N4CC4. Cell line: NCI-H522. Synergy scores: CSS=35.9, Synergy_ZIP=-3.37, Synergy_Bliss=-3.41, Synergy_Loewe=-0.923, Synergy_HSA=-0.404. (4) Drug 1: C1C(C(OC1N2C=NC(=NC2=O)N)CO)O. Drug 2: CC1CCCC2(C(O2)CC(NC(=O)CC(C(C(=O)C(C1O)C)(C)C)O)C(=CC3=CSC(=N3)C)C)C. Cell line: SR. Synergy scores: CSS=70.2, Synergy_ZIP=-3.71, Synergy_Bliss=0.0879, Synergy_Loewe=-0.998, Synergy_HSA=-0.500. (5) Drug 2: CNC(=O)C1=NC=CC(=C1)OC2=CC=C(C=C2)NC(=O)NC3=CC(=C(C=C3)Cl)C(F)(F)F. Synergy scores: CSS=-4.48, Synergy_ZIP=4.38, Synergy_Bliss=2.33, Synergy_Loewe=-0.692, Synergy_HSA=-2.46. Cell line: U251. Drug 1: CN1C(=O)N2C=NC(=C2N=N1)C(=O)N. (6) Drug 1: COC1=C(C=C2C(=C1)N=CN=C2NC3=CC(=C(C=C3)F)Cl)OCCCN4CCOCC4. Drug 2: C1C(C(OC1N2C=NC3=C2NC=NCC3O)CO)O. Cell line: NCIH23. Synergy scores: CSS=21.1, Synergy_ZIP=-2.51, Synergy_Bliss=2.77, Synergy_Loewe=1.78, Synergy_HSA=3.70. (7) Drug 1: CN1CCC(CC1)COC2=C(C=C3C(=C2)N=CN=C3NC4=C(C=C(C=C4)Br)F)OC. Drug 2: C1CCC(C1)C(CC#N)N2C=C(C=N2)C3=C4C=CNC4=NC=N3. Cell line: SK-OV-3. Synergy scores: CSS=15.5, Synergy_ZIP=-7.64, Synergy_Bliss=0.971, Synergy_Loewe=-9.00, Synergy_HSA=1.39.